From a dataset of Reaction yield outcomes from USPTO patents with 853,638 reactions. Predict the reaction yield, written as a fraction of the theoretical maximum amount of product (1.0 means a 100% yield; for example, 0.34 means a 34% yield). (1) The reactants are [Cl:1][C:2]1[CH:10]=[C:9]([I:11])[CH:8]=[CH:7][C:3]=1[C:4](O)=O.[NH:12]([C:14](=[S:16])[NH2:15])[NH2:13].O=P(Cl)(Cl)Cl. The catalyst is C([O-])(O)=O.[Na+]. The product is [Cl:1][C:2]1[CH:10]=[C:9]([I:11])[CH:8]=[CH:7][C:3]=1[C:4]1[S:16][C:14]([NH2:15])=[N:12][N:13]=1. The yield is 0.860. (2) The catalyst is C(Cl)Cl. The reactants are [Br:1][C:2]1[CH:3]=[N:4][N:5]([C:7]2([CH2:18][CH2:19][OH:20])[CH2:10][N:9]([C:11]([O:13][C:14]([CH3:17])([CH3:16])[CH3:15])=[O:12])[CH2:8]2)[CH:6]=1.C(N(CC)CC)C.[CH3:28][S:29](O[S:29]([CH3:28])(=[O:31])=[O:30])(=[O:31])=[O:30]. The product is [Br:1][C:2]1[CH:3]=[N:4][N:5]([C:7]2([CH2:18][CH2:19][O:20][S:29]([CH3:28])(=[O:31])=[O:30])[CH2:10][N:9]([C:11]([O:13][C:14]([CH3:15])([CH3:16])[CH3:17])=[O:12])[CH2:8]2)[CH:6]=1. The yield is 1.00. (3) The reactants are [Br:1][C:2]1[CH:3]=[C:4]([CH:8]=[CH:9][C:10]=1[O:11][C:12]1[CH:17]=[CH:16][C:15]([F:18])=[CH:14][C:13]=1[F:19])[CH2:5]SC.O[O:21][S:22]([O-:24])=O.[K+].[CH3:26]O. The catalyst is O. The product is [Br:1][C:2]1[CH:3]=[C:4]([CH2:5][S:22]([CH3:26])(=[O:24])=[O:21])[CH:8]=[CH:9][C:10]=1[O:11][C:12]1[CH:17]=[CH:16][C:15]([F:18])=[CH:14][C:13]=1[F:19]. The yield is 0.980. (4) The reactants are Cl.Cl.[CH2:3]1[C:6]2([CH2:11][CH2:10][NH:9][CH2:8][CH2:7]2)[CH2:5][N:4]1[C@H:12]1[C:20]2[C:15](=[CH:16][C:17]([C:21]3[CH:22]=[CH:23][C:24]([C:27]([NH2:29])=[O:28])=[N:25][CH:26]=3)=[CH:18][CH:19]=2)[CH2:14][CH2:13]1.[O:30]1[C:39]2[C:34](=[N:35][C:36]([CH2:40][C:41](O)=[O:42])=[CH:37][CH:38]=2)[O:33][CH2:32][CH2:31]1.CCN(C(C)C)C(C)C.F[P-](F)(F)(F)(F)F.N1(O[P+](N(C)C)(N(C)C)N(C)C)C2C=CC=CC=2N=N1. The catalyst is CN(C=O)C. The product is [O:30]1[C:39]2[C:34](=[N:35][C:36]([CH2:40][C:41]([N:9]3[CH2:10][CH2:11][C:6]4([CH2:5][N:4]([C@H:12]5[C:20]6[C:15](=[CH:16][C:17]([C:21]7[CH:22]=[CH:23][C:24]([C:27]([NH2:29])=[O:28])=[N:25][CH:26]=7)=[CH:18][CH:19]=6)[CH2:14][CH2:13]5)[CH2:3]4)[CH2:7][CH2:8]3)=[O:42])=[CH:37][CH:38]=2)[O:33][CH2:32][CH2:31]1. The yield is 0.180. (5) The reactants are Br[C:2]1[C:18](=[O:19])[N:17]([CH:20]2[CH2:24][CH2:23][CH2:22][CH2:21]2)[C:5]2[N:6]=[C:7]([NH:11][CH2:12][C:13]([OH:16])([CH3:15])[CH3:14])[N:8]=[C:9]([CH3:10])[C:4]=2[CH:3]=1.[CH3:25][O:26][C:27]1[N:32]=[CH:31][C:30](B(O)O)=[CH:29][CH:28]=1.C(=O)([O-])[O-].[K+].[K+]. The catalyst is CN(C=O)C.Cl[Pd](Cl)([P](C1C=CC=CC=1)(C1C=CC=CC=1)C1C=CC=CC=1)[P](C1C=CC=CC=1)(C1C=CC=CC=1)C1C=CC=CC=1. The product is [CH:20]1([N:17]2[C:5]3[N:6]=[C:7]([NH:11][CH2:12][C:13]([OH:16])([CH3:15])[CH3:14])[N:8]=[C:9]([CH3:10])[C:4]=3[CH:3]=[C:2]([C:30]3[CH:31]=[N:32][C:27]([O:26][CH3:25])=[CH:28][CH:29]=3)[C:18]2=[O:19])[CH2:24][CH2:23][CH2:22][CH2:21]1. The yield is 0.440. (6) The reactants are [C:1]1([S:7]([CH2:10][CH2:11][O:12][C:13](=[O:38])[CH2:14][O:15][C:16]2[CH:21]=[CH:20][CH:19]=[CH:18][C:17]=2[O:22][CH2:23][C:24]([O:26][CH2:27][CH2:28][S:29]([C:32]2[CH:37]=[CH:36][CH:35]=[CH:34][CH:33]=2)(=[O:31])=[O:30])=[O:25])(=[O:9])=[O:8])[CH:6]=[CH:5][CH:4]=[CH:3][CH:2]=1.[Cl:39][S:40](O)(=[O:42])=[O:41]. The catalyst is C(Cl)Cl. The product is [C:1]1([S:7]([CH2:10][CH2:11][O:12][C:13](=[O:38])[CH2:14][O:15][C:16]2[CH:21]=[CH:20][C:19]([S:40]([Cl:39])(=[O:42])=[O:41])=[CH:18][C:17]=2[O:22][CH2:23][C:24]([O:26][CH2:27][CH2:28][S:29]([C:32]2[CH:33]=[CH:34][CH:35]=[CH:36][CH:37]=2)(=[O:31])=[O:30])=[O:25])(=[O:8])=[O:9])[CH:6]=[CH:5][CH:4]=[CH:3][CH:2]=1. The yield is 0.920. (7) The reactants are [NH2:1][CH2:2][C:3]1[N:4]=[C:5]([NH:8][C:9]([NH:11][C:12]2[CH:17]=[CH:16][C:15]([CH3:18])=[CH:14][C:13]=2[C:19]([CH:21]2[CH2:25][CH2:24][CH2:23][CH2:22]2)=[O:20])=[O:10])[S:6][CH:7]=1.[N:26]1([C:31](N)=[NH:32])C=CC=C1.CCN(C(C)C)C(C)C. The catalyst is C1COCC1. The product is [CH:21]1([C:19]([C:13]2[CH:14]=[C:15]([CH3:18])[CH:16]=[CH:17][C:12]=2[NH:11][C:9]([NH:8][C:5]2[S:6][CH:7]=[C:3]([CH2:2][NH:1][C:31]([NH2:32])=[NH:26])[N:4]=2)=[O:10])=[O:20])[CH2:25][CH2:24][CH2:23][CH2:22]1. The yield is 0.880.